From a dataset of Catalyst prediction with 721,799 reactions and 888 catalyst types from USPTO. Predict which catalyst facilitates the given reaction. (1) Reactant: [F:1][C:2]1[CH:3]=[C:4]2[C:8](=[CH:9][CH:10]=1)[N:7](S(C1C=CC=CC=1)(=O)=O)[CH:6]=[C:5]2[C:20]1[CH:33]=[CH:32][C:23]2[N:24]([CH2:28][C:29]([NH2:31])=[O:30])[C:25](=[O:27])[O:26][C:22]=2[CH:21]=1.[OH-].[Na+].Cl. Product: [F:1][C:2]1[CH:3]=[C:4]2[C:8](=[CH:9][CH:10]=1)[NH:7][CH:6]=[C:5]2[C:20]1[CH:33]=[CH:32][C:23]2[N:24]([CH2:28][C:29]([NH2:31])=[O:30])[C:25](=[O:27])[O:26][C:22]=2[CH:21]=1. The catalyst class is: 24. (2) Reactant: [CH:1]1([NH:4][C:5]2[C:6]([C:19]([OH:21])=[O:20])=[N:7][CH:8]=[C:9]([CH2:11][C:12]3[CH:17]=[CH:16][C:15]([F:18])=[CH:14][CH:13]=3)[CH:10]=2)[CH2:3][CH2:2]1.[C:22](=O)([O-])[O-].[K+].[K+].CI.O. Product: [CH:1]1([NH:4][C:5]2[C:6]([C:19]([O:21][CH3:22])=[O:20])=[N:7][CH:8]=[C:9]([CH2:11][C:12]3[CH:17]=[CH:16][C:15]([F:18])=[CH:14][CH:13]=3)[CH:10]=2)[CH2:2][CH2:3]1. The catalyst class is: 39. (3) Reactant: Br[CH2:2][C:3]1[N:13]([CH2:14][C:15]([CH3:18])([CH3:17])[CH3:16])[C:6]2[N:7]=[C:8]([C:11]#[N:12])[N:9]=[CH:10][C:5]=2[CH:4]=1.Cl.Cl.[CH3:21][N:22]([CH3:38])[CH2:23][CH2:24][O:25][C:26]1[CH:31]=[CH:30][C:29]([CH:32]2[CH2:37][CH2:36][NH:35][CH2:34][CH2:33]2)=[CH:28][CH:27]=1.C(=O)([O-])[O-].[K+].[K+]. Product: [CH3:21][N:22]([CH3:38])[CH2:23][CH2:24][O:25][C:26]1[CH:31]=[CH:30][C:29]([CH:32]2[CH2:37][CH2:36][N:35]([CH2:2][C:3]3[N:13]([CH2:14][C:15]([CH3:18])([CH3:17])[CH3:16])[C:6]4[N:7]=[C:8]([C:11]#[N:12])[N:9]=[CH:10][C:5]=4[CH:4]=3)[CH2:34][CH2:33]2)=[CH:28][CH:27]=1. The catalyst class is: 21. (4) Reactant: [CH2:1]([O:5][C:6]1[C:11]([CH2:12][N:13]2[CH2:30][CH2:29][C:16]3([CH2:21][CH2:20][N:19]([C:22](OC(C)(C)C)=[O:23])[CH2:18][CH2:17]3)[CH2:15][CH2:14]2)=[CH:10][CH:9]=[CH:8][N:7]=1)[CH:2]([CH3:4])[CH3:3].FC(F)(F)C(O)=O.C(N(C(C)C)CC)(C)C.[Cl:47][C:48]1[CH:56]=[CH:55][C:51](C(Cl)=O)=[CH:50][CH:49]=1. Product: [ClH:47].[ClH:47].[Cl:47][C:48]1[CH:56]=[CH:55][C:51]([C:22]([N:19]2[CH2:20][CH2:21][C:16]3([CH2:29][CH2:30][N:13]([CH2:12][C:11]4[C:6]([O:5][CH2:1][CH:2]([CH3:4])[CH3:3])=[N:7][CH:8]=[CH:9][CH:10]=4)[CH2:14][CH2:15]3)[CH2:17][CH2:18]2)=[O:23])=[CH:50][CH:49]=1. The catalyst class is: 4. (5) Reactant: [N+:1]([C:4]1[CH:5]=[C:6]([C:10]2[C:11]3[C:18]([CH:19]=[O:20])=[CH:17][N:16]([CH2:21][O:22][CH2:23][CH2:24][Si:25]([CH3:28])([CH3:27])[CH3:26])[C:12]=3[N:13]=[CH:14][N:15]=2)[CH:7]=[CH:8][CH:9]=1)([O-:3])=[O:2].CC1C=CC(S([CH2:39][N+:40]#[C-:41])(=O)=O)=CC=1.[OH-].[K+].Cl. Product: [N+:1]([C:4]1[CH:5]=[C:6]([C:10]2[C:11]3[C:18]([C:19]4[O:20][CH:41]=[N:40][CH:39]=4)=[CH:17][N:16]([CH2:21][O:22][CH2:23][CH2:24][Si:25]([CH3:28])([CH3:27])[CH3:26])[C:12]=3[N:13]=[CH:14][N:15]=2)[CH:7]=[CH:8][CH:9]=1)([O-:3])=[O:2]. The catalyst class is: 5. (6) Reactant: [CH:1]([O:4][C:5]1[CH:14]=[C:13]([C:15]([F:18])([F:17])[F:16])[C:12]2[C:7](=[CH:8][CH:9]=[C:10]3[NH:22][C@H:21]([CH:23]([CH3:25])[CH3:24])[CH2:20][O:19][C:11]3=2)[N:6]=1)([CH3:3])[CH3:2].[BH4-].[Na+]. Product: [CH:1]([O:4][C:5]1[CH:14]=[C:13]([C:15]([F:18])([F:17])[F:16])[C:12]2[C:7](=[CH:8][CH:9]=[C:10]3[N:22]([CH2:13][C:15]([F:18])([F:17])[F:16])[C@H:21]([CH:23]([CH3:25])[CH3:24])[CH2:20][O:19][C:11]3=2)[N:6]=1)([CH3:3])[CH3:2]. The catalyst class is: 67. (7) Reactant: [OH:1][CH:2]1[CH2:7][CH:6]2[CH2:8][CH:3]1[CH2:4][N:5]2[C:9]([O:11][C:12]([CH3:15])(C)C)=[O:10].O1CCOCC1.Cl.C(Cl)(=O)OC[C:26]1[CH:31]=[CH:30]C=[CH:28][CH:27]=1. Product: [OH:1][CH:2]1[CH2:7][CH:6]2[CH2:8][CH:3]1[CH2:4][N:5]2[C:9]([O:11][CH2:12][C:15]1[CH:30]=[CH:31][CH:26]=[CH:27][CH:28]=1)=[O:10]. The catalyst class is: 4. (8) Reactant: [CH3:1][N:2]1[C:10]2[C:5](=[C:6]([CH3:12])[CH:7]=[C:8]([CH3:11])[CH:9]=2)[C:4]([CH:13]=O)=[CH:3]1.[CH3:15][NH:16][CH3:17].C(O[BH-](OC(=O)C)OC(=O)C)(=O)C.[Na+]. Product: [CH3:15][N:16]([CH3:17])[CH2:13][C:4]1[C:5]2[C:10](=[CH:9][C:8]([CH3:11])=[CH:7][C:6]=2[CH3:12])[N:2]([CH3:1])[CH:3]=1. The catalyst class is: 2. (9) Reactant: [NH2:1][CH:2]1[CH:9]2[CH2:10][CH:5]3[CH2:6][CH:7]([CH2:11][CH:3]1[CH2:4]3)[CH2:8]2.[N+]([O-])(O)=[O:13]. Product: [NH2:1][CH:2]1[CH:3]2[CH2:11][CH:7]3[CH2:6][C:5]([OH:13])([CH2:10][CH:9]1[CH2:8]3)[CH2:4]2. The catalyst class is: 82. (10) Reactant: Cl[CH2:2][CH2:3][CH2:4][N:5]1[C:10](=[O:11])[CH2:9][S:8][C:7]2[CH:12]=[CH:13][N:14]=[CH:15][C:6]1=2.C([O-])([O-])=O.[K+].[K+].[Na+].[I-].[CH2:24]([CH:28]1[CH2:33][CH2:32][NH:31][CH2:30][CH2:29]1)[CH2:25][CH2:26][CH3:27]. Product: [CH2:24]([CH:28]1[CH2:33][CH2:32][N:31]([CH2:2][CH2:3][CH2:4][N:5]2[C:10](=[O:11])[CH2:9][S:8][C:7]3[CH:12]=[CH:13][N:14]=[CH:15][C:6]2=3)[CH2:30][CH2:29]1)[CH2:25][CH2:26][CH3:27]. The catalyst class is: 243.